Dataset: Full USPTO retrosynthesis dataset with 1.9M reactions from patents (1976-2016). Task: Predict the reactants needed to synthesize the given product. (1) Given the product [C:8]1([C:2]2[C:1](=[S:7])[CH:6]=[CH:5][C:4](=[O:18])[CH:3]=2)[CH:13]=[CH:12][CH:11]=[CH:10][CH:9]=1, predict the reactants needed to synthesize it. The reactants are: [C:1]1([SH:7])[CH:6]=[CH:5][CH:4]=[CH:3][CH:2]=1.[C:8]1(=O)[CH:13]=[CH:12][C:11](=O)[CH:10]=[CH:9]1.C([OH:18])C. (2) Given the product [ClH:1].[Cl:1][C:2]1[CH:9]=[CH:8][C:7]([C:10]([F:13])([F:12])[F:11])=[CH:6][C:3]=1[CH2:4][NH:15][CH3:14], predict the reactants needed to synthesize it. The reactants are: [Cl:1][C:2]1[CH:9]=[CH:8][C:7]([C:10]([F:13])([F:12])[F:11])=[CH:6][C:3]=1[CH:4]=O.[CH3:14][NH2:15].C1COCC1. (3) Given the product [CH:13]1([C@@H:11]2[CH2:12][N:8]([C:29]([O:31][C:32]([CH3:33])([CH3:34])[CH3:35])=[O:30])[CH2:9][C@H:10]2[C:16]([O:18][CH2:19][CH3:20])=[O:17])[CH2:14][CH2:15]1, predict the reactants needed to synthesize it. The reactants are: C([N:8]1[CH2:12][C@@H:11]([CH:13]2[CH2:15][CH2:14]2)[C@H:10]([C:16]([O:18][CH2:19][CH3:20])=[O:17])[CH2:9]1)C1C=CC=CC=1.[CH3:33][C:32]([O:31][C:29](O[C:29]([O:31][C:32]([CH3:35])([CH3:34])[CH3:33])=[O:30])=[O:30])([CH3:35])[CH3:34].